This data is from CYP2C19 inhibition data for predicting drug metabolism from PubChem BioAssay. The task is: Regression/Classification. Given a drug SMILES string, predict its absorption, distribution, metabolism, or excretion properties. Task type varies by dataset: regression for continuous measurements (e.g., permeability, clearance, half-life) or binary classification for categorical outcomes (e.g., BBB penetration, CYP inhibition). Dataset: cyp2c19_veith. (1) The compound is CC(=O)OC[C@@H]1O[C@@H](O/N=C2/C[C@@H](O)[C@@H](O)[C@H]3[C@@H]2CC[C@@H]2C(=O)N(C[C@@H]4CCCO4)C(=O)[C@H]23)[C@H](OC(C)=O)[C@H](OC(C)=O)[C@@H]1OC(C)=O. The result is 0 (non-inhibitor). (2) The drug is O=C(c1cc(Br)ccc1O)c1cc(Br)ccc1O. The result is 1 (inhibitor). (3) The drug is COc1ccccc1-c1cc(NCc2cccc(C)c2)ncn1. The result is 1 (inhibitor). (4) The molecule is CCN(CC)S(=O)(=O)c1cc(C(=O)Nc2ccncc2)ccc1Cl. The result is 1 (inhibitor). (5) The molecule is CC1(C)CN(c2ccccc2)N(C(=O)c2ccc(F)cc2)C1=O. The result is 1 (inhibitor). (6) The molecule is O=C(CCC(=O)OCc1ccc(Cl)cc1)Nc1cccc([N+](=O)[O-])c1. The result is 1 (inhibitor). (7) The compound is CCOc1cc(/C=N/NC(=O)Cc2ccc(C(F)(F)F)cc2[N+](=O)[O-])c(Br)cc1OC. The result is 0 (non-inhibitor). (8) The result is 1 (inhibitor). The drug is Cc1ccc(CNC(=O)C2CCCN2C(=O)NCc2ccccc2)cc1.